Dataset: Full USPTO retrosynthesis dataset with 1.9M reactions from patents (1976-2016). Task: Predict the reactants needed to synthesize the given product. (1) Given the product [I:17][C:7]1[C:3]([C:2]([F:9])([F:8])[F:1])=[N:4][NH:5][CH:6]=1, predict the reactants needed to synthesize it. The reactants are: [F:1][C:2]([F:9])([F:8])[C:3]1[CH:7]=[CH:6][NH:5][N:4]=1.C1C(=O)N([I:17])C(=O)C1. (2) The reactants are: [Cl:1][C:2]1[CH:3]=[C:4]([C:8]2[N:13]=[C:12]3[CH2:14][CH2:15][CH2:16][C:11]3=[C:10]([NH:17][C:18]3[CH:19]=[C:20]([CH2:24][C:25](OC)=[O:26])[CH:21]=[CH:22][CH:23]=3)[CH:9]=2)[CH:5]=[CH:6][CH:7]=1.CSC. Given the product [ClH:1].[Cl:1][C:2]1[CH:3]=[C:4]([C:8]2[N:13]=[C:12]3[CH2:14][CH2:15][CH2:16][C:11]3=[C:10]([NH:17][C:18]3[CH:19]=[C:20]([CH2:24][CH2:25][OH:26])[CH:21]=[CH:22][CH:23]=3)[CH:9]=2)[CH:5]=[CH:6][CH:7]=1, predict the reactants needed to synthesize it. (3) Given the product [Br:1][C:2]1[CH:7]=[CH:6][CH:5]=[CH:4][C:3]=1[S:8][C:9]1([C:15]([OH:17])=[O:16])[CH2:14][CH2:13][CH2:12][CH2:11][CH2:10]1, predict the reactants needed to synthesize it. The reactants are: [Br:1][C:2]1[CH:7]=[CH:6][CH:5]=[CH:4][C:3]=1[S:8][C:9]1([C:15]([O:17]C)=[O:16])[CH2:14][CH2:13][CH2:12][CH2:11][CH2:10]1.[OH-].[Na+]. (4) Given the product [Cl-:32].[CH3:2][C:3]1[N:15]2[C:6]([C:7]3[CH:8]=[C:9]([C:24]4[CH:29]=[CH:28][CH:27]=[CH:26][CH:25]=4)[C:10]([C:16]4[CH:17]=[CH:18][C:19]([CH2:22][NH:23][C:61](=[O:62])[CH2:60][C:56]5[CH:55]=[NH+:54][CH:59]=[CH:58][CH:57]=5)=[CH:20][CH:21]=4)=[N:11][C:12]=3[CH:13]=[CH:14]2)=[N:5][N:4]=1, predict the reactants needed to synthesize it. The reactants are: Cl.[CH3:2][C:3]1[N:15]2[C:6]([C:7]3[CH:8]=[C:9]([C:24]4[CH:29]=[CH:28][CH:27]=[CH:26][CH:25]=4)[C:10]([C:16]4[CH:21]=[CH:20][C:19]([CH2:22][NH2:23])=[CH:18][CH:17]=4)=[N:11][C:12]=3[CH:13]=[CH:14]2)=[N:5][N:4]=1.C(Cl)C[Cl:32].C1C=CC2N(O)N=NC=2C=1.CCN(C(C)C)C(C)C.Cl.[N:54]1[CH:59]=[CH:58][CH:57]=[C:56]([CH2:60][C:61](O)=[O:62])[CH:55]=1.